Task: Predict the product of the given reaction.. Dataset: Forward reaction prediction with 1.9M reactions from USPTO patents (1976-2016) (1) Given the reactants C([O-])(=O)CCCC[CH2:6][C:7](C)([CH3:9])[CH3:8].[CH2:13]([C:15]1[CH:20]=[CH:19][CH:18]=[C:17]([CH2:21][CH3:22])[C:16]=1[N:23]1[C:27](=[O:28])[CH:26]=[CH:25][C:24]1=[O:29])[CH3:14].C=C(C)C, predict the reaction product. The product is: [CH2:13]([C:15]1[CH:20]=[CH:19][CH:18]=[C:17]([CH2:21][CH3:22])[C:16]=1[N:23]1[C:24](=[O:29])[CH:25]=[CH:26][C:27]1=[O:28])[CH3:14].[CH2:6]=[C:7]([CH3:9])[CH3:8]. (2) Given the reactants [C:1]1([C:7]([NH2:10])([CH3:9])[CH3:8])[CH:6]=[CH:5][CH:4]=[CH:3][CH:2]=1.C(N(C(C)C)CC)(C)C.[F:20][C:21]1[CH:26]=[CH:25][C:24]([C:27]2[C:44]([C:45](=[O:48])[NH:46][CH3:47])=[C:30]3[CH:31]=[C:32]([C:35]4[CH:36]=[C:37]([CH:41]=[CH:42][CH:43]=4)[C:38]([OH:40])=[O:39])[CH:33]=[CH:34][N:29]3[N:28]=2)=[CH:23][CH:22]=1.CN(C(ON1N=NC2C=CC=NC1=2)=[N+](C)C)C.F[P-](F)(F)(F)(F)F, predict the reaction product. The product is: [C:38]([O-:40])(=[O:39])[CH3:37].[NH4+:10].[F:20][C:21]1[CH:26]=[CH:25][C:24]([C:27]2[C:44]([C:45]([NH:46][CH3:47])=[O:48])=[C:30]3[CH:31]=[C:32]([C:35]4[CH:43]=[CH:42][CH:41]=[C:37]([C:38](=[O:39])[NH:10][C:7]([C:1]5[CH:6]=[CH:5][CH:4]=[CH:3][CH:2]=5)([CH3:9])[CH3:8])[CH:36]=4)[CH:33]=[CH:34][N:29]3[N:28]=2)=[CH:23][CH:22]=1. (3) Given the reactants [CH2:1]([C:3]1[CH:4]=[C:5]([C:11]2[CH:12]=[C:13]3[C:17](=[CH:18][CH:19]=2)[C:16](=[O:20])[CH2:15][CH2:14]3)[CH:6]=[CH:7][C:8]=1[O:9][CH3:10])[CH3:2].[CH:21](OCC)=[O:22].CC([O-])(C)C.[K+].CC(O)=O, predict the reaction product. The product is: [CH2:1]([C:3]1[CH:4]=[C:5]([C:11]2[CH:12]=[C:13]3[C:17](=[CH:18][CH:19]=2)[C:16](=[O:20])[CH:15]([CH:21]=[O:22])[CH2:14]3)[CH:6]=[CH:7][C:8]=1[O:9][CH3:10])[CH3:2]. (4) The product is: [C:23]([O:22][C:20]([NH:1][CH:2]([C:7]1[CH:12]=[CH:11][CH:10]=[C:9]([Cl:13])[C:8]=1[Cl:14])[CH2:3][C:4]([OH:6])=[O:5])=[O:21])([CH3:26])([CH3:25])[CH3:24]. Given the reactants [NH2:1][CH:2]([C:7]1[CH:12]=[CH:11][CH:10]=[C:9]([Cl:13])[C:8]=1[Cl:14])[CH2:3][C:4]([OH:6])=[O:5].C(=O)([O-])O.[Na+].[C:20](O[C:20]([O:22][C:23]([CH3:26])([CH3:25])[CH3:24])=[O:21])([O:22][C:23]([CH3:26])([CH3:25])[CH3:24])=[O:21].C(OCC)(=O)C, predict the reaction product. (5) The product is: [CH2:11]([NH:10][C:53]([NH:43][C@@H:40]1[CH2:41][CH2:42][N:38]([C:36]([C:33]2[CH:34]=[N:35][C:30]([CH3:29])=[CH:31][CH:32]=2)=[O:37])[CH2:39]1)=[O:54])[C:14]1[CH:15]=[CH:16][CH:17]=[CH:18][CH:19]=1. Given the reactants CCOP(O/[N:10]=[C:11](/[C:14]1[CH:19]=[CH:18][CH:17]=[CH:16][CH:15]=1)\C#N)(OCC)=S.C(N(C(C)C)CC)(C)C.[CH3:29][C:30]1[N:35]=[CH:34][C:33]([C:36]([N:38]2[CH2:42][CH2:41][C@@H:40]([NH2:43])[CH2:39]2)=[O:37])=[CH:32][CH:31]=1.C(N)C1C=CC=CC=1.[N-]=[C:53]=[O:54], predict the reaction product.